Dataset: Forward reaction prediction with 1.9M reactions from USPTO patents (1976-2016). Task: Predict the product of the given reaction. Given the reactants [I:1]I.[Br:3][C:4]1[CH:10]=[CH:9][C:7]([NH2:8])=[CH:6][C:5]=1[C:11]([F:14])([F:13])[F:12], predict the reaction product. The product is: [Br:3][C:4]1[C:5]([C:11]([F:12])([F:13])[F:14])=[CH:6][C:7]([NH2:8])=[C:9]([I:1])[CH:10]=1.